Dataset: Full USPTO retrosynthesis dataset with 1.9M reactions from patents (1976-2016). Task: Predict the reactants needed to synthesize the given product. Given the product [F:1][C:2]1[CH:7]=[CH:6][CH:5]=[C:4]([F:8])[C:3]=1[C:9]1[O:10][C:11]([O:19][CH2:20][CH3:21])=[C:12]([C:14]([OH:16])=[O:15])[N:13]=1, predict the reactants needed to synthesize it. The reactants are: [F:1][C:2]1[CH:7]=[CH:6][CH:5]=[C:4]([F:8])[C:3]=1[C:9]1[O:10][C:11]([O:19][CH2:20][CH3:21])=[C:12]([C:14]([O:16]CC)=[O:15])[N:13]=1.Cl.